The task is: Predict the reactants needed to synthesize the given product.. This data is from Full USPTO retrosynthesis dataset with 1.9M reactions from patents (1976-2016). (1) Given the product [CH3:24][C:23]1[CH:22]=[CH:21][C:17]([C:18]([OH:20])=[O:19])=[CH:16][C:15]=1[N:9]1[C:8](=[O:25])[C:7]2[C:12](=[CH:13][CH:14]=[C:5]([O:4][CH2:3][CH2:2][N:30]3[CH2:31][CH2:32][CH2:33][O:27][CH2:28][CH2:29]3)[CH:6]=2)[N:11]=[CH:10]1, predict the reactants needed to synthesize it. The reactants are: Cl[CH2:2][CH2:3][O:4][C:5]1[CH:6]=[C:7]2[C:12](=[CH:13][CH:14]=1)[N:11]=[CH:10][N:9]([C:15]1[CH:16]=[C:17]([CH:21]=[CH:22][C:23]=1[CH3:24])[C:18]([OH:20])=[O:19])[C:8]2=[O:25].Cl.[O:27]1[CH2:33][CH2:32][CH2:31][NH:30][CH2:29][CH2:28]1.C(N(CC)C(C)C)(C)C.[N-]=C=O. (2) Given the product [CH2:1]([O:3][C:4](=[O:17])[CH2:5][C:6]1[CH:7]=[C:8]([C:9]2[CH:14]=[CH:13][CH:12]=[CH:11][CH:10]=2)[NH:19][N:18]=1)[CH3:2], predict the reactants needed to synthesize it. The reactants are: [CH2:1]([O:3][C:4](=[O:17])[CH2:5][C:6](=O)[CH2:7][C:8](=O)[C:9]1[CH:14]=[CH:13][CH:12]=[CH:11][CH:10]=1)[CH3:2].[NH2:18][NH2:19]. (3) Given the product [C:1]1([C@H:7]2[N:21]3[C:22]4[C:14]([C:15]5[C:16]([O:23][CH2:24][CH2:25][NH:38][CH:37]([OH:30])[CH3:35])=[CH:17][CH:18]=[CH:19][C:20]=53)=[CH:13][CH:12]=[CH:11][C:10]=4[O:9][CH2:8]2)[CH:6]=[CH:5][CH:4]=[CH:3][CH:2]=1, predict the reactants needed to synthesize it. The reactants are: [C:1]1([C@H:7]2[N:21]3[C:22]4[C:14]([C:15]5[C:16]([O:23][CH2:24][CH2:25]Cl)=[CH:17][CH:18]=[CH:19][C:20]=53)=[CH:13][CH:12]=[CH:11][C:10]=4[O:9][CH2:8]2)[CH:6]=[CH:5][CH:4]=[CH:3][CH:2]=1.[I-].[Na+].C(=O)([O-])[O-:30].[K+].[K+].[CH2:35]([CH2:37][NH2:38])O.